From a dataset of Forward reaction prediction with 1.9M reactions from USPTO patents (1976-2016). Predict the product of the given reaction. Given the reactants [Cl:1][C:2]1[CH:3]=[C:4]([NH:13][CH:14]2[CH2:18][CH2:17][CH2:16][CH2:15]2)[C:5]([CH3:12])=[C:6]([CH:11]=1)[C:7]([O:9][CH3:10])=[O:8].C(=O)([O-])[O-].[Cs+].[Cs+].[CH2:25](I)[CH3:26], predict the reaction product. The product is: [Cl:1][C:2]1[CH:3]=[C:4]([N:13]([CH:14]2[CH2:18][CH2:17][CH2:16][CH2:15]2)[CH2:25][CH3:26])[C:5]([CH3:12])=[C:6]([CH:11]=1)[C:7]([O:9][CH3:10])=[O:8].